Predict which catalyst facilitates the given reaction. From a dataset of Catalyst prediction with 721,799 reactions and 888 catalyst types from USPTO. (1) Reactant: [CH3:1][CH2:2][O:3][C:4]1[CH:5]=[CH:6][C:7]([CH2:10][C:11]2[CH:12]=[C:13]([C@@H:18]3[O:23][C@H:22]([CH2:24][OH:25])[C@@H:21]([OH:26])[C@H:20]([OH:27])[C@H:19]3[OH:28])[CH:14]=[CH:15][C:16]=2[Cl:17])=[CH:8][CH:9]=1.[CH2:29]([OH:33])[CH:30]([OH:32])[CH3:31]. Product: [CH3:1][CH2:2][O:3][C:4]1[CH:9]=[CH:8][C:7]([CH2:10][C:11]2[CH:12]=[C:13]([C@@H:18]3[O:23][C@H:22]([CH2:24][OH:25])[C@@H:21]([OH:26])[C@H:20]([OH:27])[C@H:19]3[OH:28])[CH:14]=[CH:15][C:16]=2[Cl:17])=[CH:6][CH:5]=1.[CH2:29]([OH:33])[CH:30]([OH:32])[CH3:31]. The catalyst class is: 5. (2) Reactant: [C:30]([NH:29][CH:22]1[CH2:21][CH2:20][C:19]2[CH:18]=[C:17]([S:16][S:16][C:17]3[CH:18]=[C:19]4[C:24](=[CH:25][C:26]=3[O:27][CH3:28])[CH2:23][CH:22]([NH:29][C:30](=[O:32])[CH3:31])[CH2:21][CH2:20]4)[C:26]([O:27][CH3:28])=[CH:25][C:24]=2[CH2:23]1)(=[O:32])[CH3:31].C([O-])([O-])=O.[K+].[K+].Br[C:42]([CH3:51])([CH3:50])[C:43]([O:45][C:46]([CH3:49])([CH3:48])[CH3:47])=[O:44].[BH4-].[Na+]. Product: [C:46]([O:45][C:43](=[O:44])[C:42]([S:16][C:17]1[C:26]([O:27][CH3:28])=[CH:25][C:24]2[CH2:23][CH:22]([NH:29][C:30](=[O:32])[CH3:31])[CH2:21][CH2:20][C:19]=2[CH:18]=1)([CH3:51])[CH3:50])([CH3:49])([CH3:48])[CH3:47]. The catalyst class is: 475. (3) Reactant: [Cl:1][C:2]1[CH:7]=[CH:6][CH:5]=[C:4]([Cl:8])[C:3]=1[NH:9][C:10]([NH:12][C:13]1[S:14][C:15]([C:25]2[CH:30]=[CH:29][C:28]([F:31])=[CH:27][C:26]=2[CH3:32])=[CH:16][C:17]=1[C:18]([O:20]C(C)(C)C)=[O:19])=[O:11].C(O)(C(F)(F)F)=O. Product: [Cl:1][C:2]1[CH:7]=[CH:6][CH:5]=[C:4]([Cl:8])[C:3]=1[NH:9][C:10]([NH:12][C:13]1[S:14][C:15]([C:25]2[CH:30]=[CH:29][C:28]([F:31])=[CH:27][C:26]=2[CH3:32])=[CH:16][C:17]=1[C:18]([OH:20])=[O:19])=[O:11]. The catalyst class is: 22. (4) Reactant: [CH3:1][N:2]1[CH2:7][CH:6]=[C:5]([C:8]2[CH:13]=[CH:12][N:11]=[CH:10][C:9]=2[N+:14]([O-])=O)[CH2:4][CH2:3]1. Product: [CH3:1][N:2]1[CH2:7][CH2:6][CH:5]([C:8]2[CH:13]=[CH:12][N:11]=[CH:10][C:9]=2[NH2:14])[CH2:4][CH2:3]1. The catalyst class is: 19. (5) Reactant: CS(OS(C)(=O)=O)(=O)=O.C(C1C=C([CH:18]([C:20]2[N:21]([CH3:31])[N:22]=[C:23]([C:25]3[CH:30]=[CH:29][CH:28]=[CH:27][CH:26]=3)[N:24]=2)O)C=CC=1)C.C(N([CH:38]([CH3:40])[CH3:39])CC)(C)C.[NH2:41][C:42]1[CH:49]=[CH:48][C:45]([C:46]#[N:47])=[CH:44][C:43]=1[F:50]. Product: [CH2:27]([C:26]1[CH:25]=[C:23]([N:41]([CH2:18][C:20]2[N:21]([CH3:31])[N:22]=[C:23]([C:25]3[CH:26]=[CH:27][CH:28]=[CH:29][CH:30]=3)[N:24]=2)[C:42]2[CH:49]=[CH:48][C:45]([C:46]#[N:47])=[CH:44][C:43]=2[F:50])[CH:40]=[CH:38][CH:39]=1)[CH3:28]. The catalyst class is: 2. (6) Reactant: [CH3:1][CH:2]([S:4]([NH:7][C@@H:8]1[CH2:16][C:15]2[C:10](=[CH:11][CH:12]=[C:13]([C:17]([O:19]C)=[O:18])[CH:14]=2)[CH2:9]1)(=[O:6])=[O:5])[CH3:3].[OH-].[Li+].CCOC(C)=O.Cl. Product: [CH3:3][CH:2]([S:4]([NH:7][C@@H:8]1[CH2:16][C:15]2[C:10](=[CH:11][CH:12]=[C:13]([C:17]([OH:19])=[O:18])[CH:14]=2)[CH2:9]1)(=[O:6])=[O:5])[CH3:1]. The catalyst class is: 72.